Dataset: NCI-60 drug combinations with 297,098 pairs across 59 cell lines. Task: Regression. Given two drug SMILES strings and cell line genomic features, predict the synergy score measuring deviation from expected non-interaction effect. Drug 1: CS(=O)(=O)OCCCCOS(=O)(=O)C. Drug 2: CC(C)(C#N)C1=CC(=CC(=C1)CN2C=NC=N2)C(C)(C)C#N. Cell line: T-47D. Synergy scores: CSS=-2.82, Synergy_ZIP=1.49, Synergy_Bliss=0.750, Synergy_Loewe=-2.23, Synergy_HSA=-4.94.